Dataset: Full USPTO retrosynthesis dataset with 1.9M reactions from patents (1976-2016). Task: Predict the reactants needed to synthesize the given product. (1) Given the product [Cl:1][C:2]1[CH:3]=[C:4]2[C:9](=[CH:10][C:11]=1[O:12][C:13]1[CH:18]=[CH:17][C:16]([C:19](=[O:37])[NH:20][C:21]3[N:26]=[C:25]([C:27]4[CH:32]=[CH:31][C:30]([C:33]([F:36])([F:35])[F:34])=[CH:29][CH:28]=4)[CH:24]=[CH:23][N:22]=3)=[CH:15][CH:14]=1)[O:8][CH2:7][CH2:6][CH:5]2[C:38]([OH:40])=[O:39], predict the reactants needed to synthesize it. The reactants are: [Cl:1][C:2]1[CH:3]=[C:4]2[C:9](=[CH:10][C:11]=1[O:12][C:13]1[CH:18]=[CH:17][C:16]([C:19](=[O:37])[NH:20][C:21]3[N:26]=[C:25]([C:27]4[CH:32]=[CH:31][C:30]([C:33]([F:36])([F:35])[F:34])=[CH:29][CH:28]=4)[CH:24]=[CH:23][N:22]=3)=[CH:15][CH:14]=1)[O:8][CH2:7][CH2:6][CH:5]2[C:38]([O:40]CC)=[O:39].[OH-].[Na+].C(O)C. (2) Given the product [CH3:1][C:2]1([C:8]([C:10]2[C:18]3[C:13](=[N:14][CH:15]=[C:16]([C:19]4[CH:20]=[C:21]([O:29][CH3:30])[C:22]([O:27][CH3:28])=[C:23]([O:25][CH3:26])[CH:24]=4)[N:17]=3)[NH:12][CH:11]=2)=[O:9])[CH2:7][CH2:6][S:34](=[O:36])(=[O:33])[CH2:4][CH2:3]1, predict the reactants needed to synthesize it. The reactants are: [CH3:1][C:2]1([C:8]([C:10]2[C:18]3[C:13](=[N:14][CH:15]=[C:16]([C:19]4[CH:24]=[C:23]([O:25][CH3:26])[C:22]([O:27][CH3:28])=[C:21]([O:29][CH3:30])[CH:20]=4)[N:17]=3)[NH:12][CH:11]=2)=[O:9])[CH2:7][CH2:6]S[CH2:4][CH2:3]1.O.O[O:33][S:34]([O-:36])=O.[K+]. (3) Given the product [CH3:1][N:2]1[C:10]2[C:5](=[C:6]([O:11][C:12]3[CH:21]=[CH:20][C:19]4[C:14](=[CH:15][CH:16]=[CH:17][CH:18]=4)[CH:13]=3)[CH:7]=[CH:8][CH:9]=2)[C:4]([NH2:22])=[N:3]1, predict the reactants needed to synthesize it. The reactants are: [CH3:1][N:2]1[C:10]2[C:5](=[C:6]([O:11][C:12]3[CH:21]=[CH:20][C:19]4[C:14](=[CH:15][CH:16]=[CH:17][CH:18]=4)[CH:13]=3)[CH:7]=[CH:8][CH:9]=2)[C:4]([NH:22]CC(O)=O)=[N:3]1.[OH-].[Na+]. (4) Given the product [F:23][C:24]1[CH:29]=[CH:28][C:27]([OH:33])=[C:26]([C:2]2[CH:7]=[CH:6][CH:5]=[C:4]([S:8]([NH:11][C:12]3[CH:21]=[CH:20][C:15]([C:16]([OH:18])=[O:17])=[C:14]([OH:22])[CH:13]=3)(=[O:10])=[O:9])[CH:3]=2)[CH:25]=1, predict the reactants needed to synthesize it. The reactants are: Br[C:2]1[CH:3]=[C:4]([S:8]([NH:11][C:12]2[CH:21]=[CH:20][C:15]([C:16]([O:18]C)=[O:17])=[C:14]([OH:22])[CH:13]=2)(=[O:10])=[O:9])[CH:5]=[CH:6][CH:7]=1.[F:23][C:24]1[CH:25]=[CH:26][C:27]([OH:33])=[C:28](B(O)O)[CH:29]=1.CCN(C(C)C)C(C)C.C(Cl)Cl. (5) Given the product [Cl:15][C:12]1[CH:11]=[CH:10][C:9]2[N:8]([CH2:16][C:17]([C:20]3[CH:25]=[CH:24][N:23]=[CH:22][N:21]=3)([OH:19])[CH3:18])[C:7]3[CH2:26][CH2:27][NH:4][CH2:5][C:6]=3[C:14]=2[CH:13]=1, predict the reactants needed to synthesize it. The reactants are: C([N:4]1[CH2:27][CH2:26][C:7]2[N:8]([CH2:16][C:17]([C:20]3[CH:25]=[CH:24][N:23]=[CH:22][N:21]=3)([OH:19])[CH3:18])[C:9]3[CH:10]=[CH:11][C:12]([Cl:15])=[CH:13][C:14]=3[C:6]=2[CH2:5]1)C=C.CN1C(=O)CC(=O)N(C)C1=O. (6) Given the product [S:1]([O-:5])([OH:4])(=[O:3])=[O:2].[Cs+:6].[NH:7]1[CH:11]=[N:10][N:9]=[N:8]1, predict the reactants needed to synthesize it. The reactants are: [S:1]([O-:5])([OH:4])(=[O:3])=[O:2].[Cs+:6].[NH:7]1[CH:11]=[N:10][N:9]=[N:8]1. (7) Given the product [F:38][C:35]([F:36])([F:37])[C:21]1[N:20]=[C:19]([N:17]2[CH:18]=[C:14]([C:11]3[S:10][C:9]([S:6]([NH2:5])(=[O:8])=[O:7])=[CH:13][CH:12]=3)[N:15]=[CH:16]2)[CH:24]=[C:23]([C:25]2[CH:26]=[CH:27][C:28]([C:31]([F:32])([F:33])[F:34])=[CH:29][CH:30]=2)[CH:22]=1, predict the reactants needed to synthesize it. The reactants are: C([NH:5][S:6]([C:9]1[S:10][C:11]([C:14]2[N:15]=[CH:16][N:17]([C:19]3[CH:24]=[C:23]([C:25]4[CH:30]=[CH:29][C:28]([C:31]([F:34])([F:33])[F:32])=[CH:27][CH:26]=4)[CH:22]=[C:21]([C:35]([F:38])([F:37])[F:36])[N:20]=3)[CH:18]=2)=[CH:12][CH:13]=1)(=[O:8])=[O:7])(C)(C)C.C(O)(C(F)(F)F)=O.